This data is from CYP2C19 inhibition data for predicting drug metabolism from PubChem BioAssay. The task is: Regression/Classification. Given a drug SMILES string, predict its absorption, distribution, metabolism, or excretion properties. Task type varies by dataset: regression for continuous measurements (e.g., permeability, clearance, half-life) or binary classification for categorical outcomes (e.g., BBB penetration, CYP inhibition). Dataset: cyp2c19_veith. (1) The compound is CC(=O)Nc1ccc(-c2cc(C(=O)O)c3cc4ccccc4cc3n2)cc1. The result is 0 (non-inhibitor). (2) The drug is COc1ccc(OC)c(NC(=O)c2c3c(nc4ccccc24)CCC3)c1. The result is 1 (inhibitor). (3) The compound is Cc1noc(C)c1C(=O)N1CCC2(CCCN(Cc3ccccc3)C2)CC1. The result is 0 (non-inhibitor). (4) The molecule is COC(=O)[C@H]1C[C@@H]1[C@H](NC(=O)c1cccnc1)c1ccccc1. The result is 0 (non-inhibitor). (5) The molecule is Cn1c(=O)c(-c2cccs2)nc2cnc(N3CCNCC3)nc21. The result is 0 (non-inhibitor).